Dataset: Full USPTO retrosynthesis dataset with 1.9M reactions from patents (1976-2016). Task: Predict the reactants needed to synthesize the given product. (1) Given the product [NH2:28][C:25]1[S:26][CH:27]=[C:23](/[C:22](=[N:29]/[O:30][C:31]([CH3:36])([CH3:35])[C:32]([OH:34])=[O:33])/[C:21]([NH:20][C@@H:19]2[C:18](=[O:38])[N:17]([S:39]([OH:42])(=[O:41])=[O:40])[C@@H:16]2[CH2:15][N:13]2[CH:14]=[C:10]([CH2:9][NH:8][C:60]([NH:59][C:52]([O:54][C:55]([CH3:58])([CH3:57])[CH3:56])=[O:53])=[N:61][C:3]([O:5][C:49]([CH3:51])([CH3:74])[CH3:50])=[O:4])[N:11]=[N:12]2)=[O:37])[N:24]=1, predict the reactants needed to synthesize it. The reactants are: FC(F)(F)[C:3]([O-:5])=[O:4].[NH3+:8][CH2:9][C:10]1[N:11]=[N:12][N:13]([CH2:15][C@@H:16]2[C@H:19]([NH:20][C:21](=[O:37])/[C:22](=[N:29]\[O:30][C:31]([CH3:36])([CH3:35])[C:32]([OH:34])=[O:33])/[C:23]3[N:24]=[C:25]([NH2:28])[S:26][CH:27]=3)[C:18](=[O:38])[N:17]2[S:39]([OH:42])(=[O:41])=[O:40])[CH:14]=1.CCN([CH:49]([CH3:51])[CH3:50])C(C)C.[C:52]([N:59](C(OC(C)(C)C)=O)[C:60](N1C=CC=N1)=[NH:61])([O:54][C:55]([CH3:58])([CH3:57])[CH3:56])=[O:53].[CH2:74](Cl)Cl. (2) Given the product [C:1]([O:5][C:6]([N:8]1[CH2:13][CH2:12][N:11]([CH2:14][C:15]2[CH:20]=[C:19]([NH2:21])[C:18]([C:22]([OH:24])=[O:23])=[CH:17][C:16]=2[Br:27])[CH2:10][CH2:9]1)=[O:7])([CH3:4])([CH3:2])[CH3:3], predict the reactants needed to synthesize it. The reactants are: [C:1]([O:5][C:6]([N:8]1[CH2:13][CH2:12][N:11]([CH2:14][C:15]2[CH:20]=[C:19]([NH2:21])[C:18]([C:22]([O:24]CC)=[O:23])=[CH:17][C:16]=2[Br:27])[CH2:10][CH2:9]1)=[O:7])([CH3:4])([CH3:3])[CH3:2].NC1C(Cl)=C(C=O)C(C(F)(F)F)=CC=1C(O)=O. (3) Given the product [Cl:1][C:2]1[CH:7]=[CH:6][C:5]([N:8]([CH2:22][C:23]2[N:27]([CH3:39])[N:26]=[N:25][N:24]=2)[S:9]([C:12]2[CH:17]=[CH:16][C:15]([O:18][CH3:19])=[C:14]([O:20][CH3:21])[CH:13]=2)(=[O:11])=[O:10])=[C:4]([CH2:28][C:29]2[C:30]([F:36])=[CH:31][CH:32]=[CH:33][C:34]=2[F:35])[CH:3]=1, predict the reactants needed to synthesize it. The reactants are: [Cl:1][C:2]1[CH:7]=[CH:6][C:5]([N:8]([CH2:22][C:23]2[NH:27][N:26]=[N:25][N:24]=2)[S:9]([C:12]2[CH:17]=[CH:16][C:15]([O:18][CH3:19])=[C:14]([O:20][CH3:21])[CH:13]=2)(=[O:11])=[O:10])=[C:4]([CH2:28][C:29]2[C:34]([F:35])=[CH:33][CH:32]=[CH:31][C:30]=2[F:36])[CH:3]=1.IC.[C:39](=O)([O-])[O-].[K+].[K+].O. (4) Given the product [Br:9][C:10]1[CH:15]=[C:14]([C:2]2[CH:7]=[CH:6][C:5]([CH3:8])=[CH:4][N:3]=2)[CH:13]=[CH:12][CH:11]=1, predict the reactants needed to synthesize it. The reactants are: Br[C:2]1[CH:7]=[CH:6][C:5]([CH3:8])=[CH:4][N:3]=1.[Br:9][C:10]1[CH:11]=[C:12](B(O)O)[CH:13]=[CH:14][CH:15]=1.C1(P(C2C=CC=CC=2)C2C=CC=CC=2)C=CC=CC=1.C(=O)([O-])[O-].[K+].[K+]. (5) Given the product [Cl:1][C:2]1[C:7]([Cl:8])=[CH:6][C:5]([NH:9][S:16]([C:15]2[S:11][C:12]3[CH:23]=[CH:22][CH:21]=[CH:20][C:13]=3[CH:14]=2)(=[O:18])=[O:17])=[C:4]([NH:10][S:16]([C:15]2[S:11][C:12]3[CH:23]=[CH:22][CH:21]=[CH:20][C:13]=3[CH:14]=2)(=[O:17])=[O:18])[CH:3]=1, predict the reactants needed to synthesize it. The reactants are: [Cl:1][C:2]1[CH:3]=[C:4]([NH2:10])[C:5]([NH2:9])=[CH:6][C:7]=1[Cl:8].[S:11]1[C:15]([S:16](Cl)(=[O:18])=[O:17])=[CH:14][C:13]2[CH:20]=[CH:21][CH:22]=[CH:23][C:12]1=2. (6) The reactants are: C(N(CC)CC)C.[F:8][C:9]([F:25])([F:24])[C:10]1[CH:11]=[C:12]([CH:20]([NH:22][CH3:23])[CH3:21])[CH:13]=[C:14]([C:16]([F:19])([F:18])[F:17])[CH:15]=1.ClC(Cl)(O[C:30](=[O:36])OC(Cl)(Cl)Cl)Cl.[C:38]([O:42][C:43](=[O:57])[NH:44][C@@:45]12[CH2:50][CH:49]1[CH2:48][NH:47][C@H:46]2[C:51]1[CH:56]=[CH:55][CH:54]=[CH:53][CH:52]=1)([CH3:41])([CH3:40])[CH3:39].C(N(C(C)C)CC)(C)C. Given the product [C:38]([O:42][C:43](=[O:57])[NH:44][C@@:45]12[CH2:50][CH:49]1[CH2:48][N:47]([C:30](=[O:36])[N:22]([C@H:20]([C:12]1[CH:13]=[C:14]([C:16]([F:17])([F:18])[F:19])[CH:15]=[C:10]([C:9]([F:8])([F:24])[F:25])[CH:11]=1)[CH3:21])[CH3:23])[C@H:46]2[C:51]1[CH:52]=[CH:53][CH:54]=[CH:55][CH:56]=1)([CH3:41])([CH3:39])[CH3:40], predict the reactants needed to synthesize it.